From a dataset of Experimentally validated miRNA-target interactions with 360,000+ pairs, plus equal number of negative samples. Binary Classification. Given a miRNA mature sequence and a target amino acid sequence, predict their likelihood of interaction. The miRNA is mmu-miR-1931 with sequence AUGCAAGGGCUGGUGCGAUGGC. The protein sequence of the target gene is MASASEPPASPRDAADQNFDYMFKLLLIGNSSVGKTSFLFRYADDSFTPAFVSTVGIDFKVKTVYRHDKRIKLQIWDTAGQERYRTITTAYYRGAMGFLLMYDIANQESFTAVQDWATQIKTYSWDNAQVILVGNKCDLEDERVVPAEDGRRLADDLGFEFFEASAKENINVKQVFERLVDIICDKMNESLEPSSSPGSNGKGPALGDTPPPQPSSCSC. Result: 0 (no interaction).